From a dataset of NCI-60 drug combinations with 297,098 pairs across 59 cell lines. Regression. Given two drug SMILES strings and cell line genomic features, predict the synergy score measuring deviation from expected non-interaction effect. (1) Drug 1: CCC1(CC2CC(C3=C(CCN(C2)C1)C4=CC=CC=C4N3)(C5=C(C=C6C(=C5)C78CCN9C7C(C=CC9)(C(C(C8N6C=O)(C(=O)OC)O)OC(=O)C)CC)OC)C(=O)OC)O.OS(=O)(=O)O. Drug 2: CS(=O)(=O)CCNCC1=CC=C(O1)C2=CC3=C(C=C2)N=CN=C3NC4=CC(=C(C=C4)OCC5=CC(=CC=C5)F)Cl. Cell line: HS 578T. Synergy scores: CSS=36.0, Synergy_ZIP=12.3, Synergy_Bliss=15.6, Synergy_Loewe=-7.43, Synergy_HSA=14.7. (2) Drug 1: CN(CC1=CN=C2C(=N1)C(=NC(=N2)N)N)C3=CC=C(C=C3)C(=O)NC(CCC(=O)O)C(=O)O. Drug 2: CCC1(CC2CC(C3=C(CCN(C2)C1)C4=CC=CC=C4N3)(C5=C(C=C6C(=C5)C78CCN9C7C(C=CC9)(C(C(C8N6C=O)(C(=O)OC)O)OC(=O)C)CC)OC)C(=O)OC)O.OS(=O)(=O)O. Cell line: MALME-3M. Synergy scores: CSS=26.6, Synergy_ZIP=-3.75, Synergy_Bliss=-1.80, Synergy_Loewe=-22.8, Synergy_HSA=-4.34.